From a dataset of Full USPTO retrosynthesis dataset with 1.9M reactions from patents (1976-2016). Predict the reactants needed to synthesize the given product. (1) Given the product [CH3:33][O:32][C:29]1[CH:30]=[CH:31][C:26]([N:23]2[CH2:22][CH2:21][N:20]([C:15]3[C:16]([CH3:19])=[C:17]([CH3:18])[C:12]4[O:11][C:10]([CH3:36])([CH3:35])[CH:9]([C:6]5[CH:5]=[CH:4][C:3]([O:2][CH3:1])=[CH:8][CH:7]=5)[C:13]=4[C:14]=3[CH3:34])[CH2:25][CH2:24]2)=[CH:27][CH:28]=1, predict the reactants needed to synthesize it. The reactants are: [CH3:1][O:2][C:3]1[CH:8]=[CH:7][C:6]([C:9]2(O)[C:13]3[C:14]([CH3:34])=[C:15]([N:20]4[CH2:25][CH2:24][N:23]([C:26]5[CH:31]=[CH:30][C:29]([O:32][CH3:33])=[CH:28][CH:27]=5)[CH2:22][CH2:21]4)[C:16]([CH3:19])=[C:17]([CH3:18])[C:12]=3[O:11][C:10]2([CH3:36])[CH3:35])=[CH:5][CH:4]=1. (2) Given the product [F:1][C:2]1[CH:3]=[CH:4][C:5]([CH3:16])=[C:6]([C:8]2[CH:13]=[CH:12][N:11]=[CH:10][C:9]=2[N:14]([CH3:15])[C:24](=[O:26])[C:23]2[CH:27]=[C:28]([C:30]([F:33])([F:32])[F:31])[CH:29]=[C:21]([S:18]([CH3:17])(=[O:19])=[O:20])[CH:22]=2)[CH:7]=1, predict the reactants needed to synthesize it. The reactants are: [F:1][C:2]1[CH:3]=[CH:4][C:5]([CH3:16])=[C:6]([C:8]2[CH:13]=[CH:12][N:11]=[CH:10][C:9]=2[NH:14][CH3:15])[CH:7]=1.[CH3:17][S:18]([C:21]1[CH:22]=[C:23]([CH:27]=[C:28]([C:30]([F:33])([F:32])[F:31])[CH:29]=1)[C:24]([OH:26])=O)(=[O:20])=[O:19]. (3) Given the product [Cl:12][C:4]1[N:3]=[C:2]([O:13][CH2:14][C@H:15]2[O:20][CH2:19][CH2:18][N:17]([C:21]([O:23][C:24]([CH3:27])([CH3:26])[CH3:25])=[O:22])[CH2:16]2)[C:11]2[C:6](=[N:7][CH:8]=[CH:9][N:10]=2)[CH:5]=1, predict the reactants needed to synthesize it. The reactants are: Cl[C:2]1[C:11]2[C:6](=[N:7][CH:8]=[CH:9][N:10]=2)[CH:5]=[C:4]([Cl:12])[N:3]=1.[OH:13][CH2:14][C@H:15]1[O:20][CH2:19][CH2:18][N:17]([C:21]([O:23][C:24]([CH3:27])([CH3:26])[CH3:25])=[O:22])[CH2:16]1.O. (4) Given the product [S:1]1[CH:5]=[CH:4][C:3]([C:6]2[N:11]=[C:10]([NH:12][C:19]([NH:18][C:16](=[O:17])[O:15][CH2:13][CH3:14])=[S:20])[CH:9]=[CH:8][CH:7]=2)=[CH:2]1, predict the reactants needed to synthesize it. The reactants are: [S:1]1[CH:5]=[CH:4][C:3]([C:6]2[N:11]=[C:10]([NH2:12])[CH:9]=[CH:8][CH:7]=2)=[CH:2]1.[CH2:13]([O:15][C:16]([N:18]=[C:19]=[S:20])=[O:17])[CH3:14].